Dataset: Catalyst prediction with 721,799 reactions and 888 catalyst types from USPTO. Task: Predict which catalyst facilitates the given reaction. (1) Reactant: [OH:1][CH:2]1[CH2:5][N:4]([C:6]2[N:11]=[N:10][C:9]([C:12]3[CH:13]=[N:14][CH:15]=[C:16]([CH:22]=3)[C:17]([O:19][CH2:20][CH3:21])=[O:18])=[CH:8][CH:7]=2)[CH2:3]1.[Br:23][C:24]1[CH:29]=[CH:28][CH:27]=[CH:26][C:25]=1O.N(C(N1CCCCC1)=O)=NC(N1CCCCC1)=O.C(P(CCCC)CCCC)CCC. Product: [Br:23][C:24]1[CH:29]=[CH:28][CH:27]=[CH:26][C:25]=1[O:1][CH:2]1[CH2:3][N:4]([C:6]2[N:11]=[N:10][C:9]([C:12]3[CH:13]=[N:14][CH:15]=[C:16]([CH:22]=3)[C:17]([O:19][CH2:20][CH3:21])=[O:18])=[CH:8][CH:7]=2)[CH2:5]1. The catalyst class is: 1. (2) Reactant: [N:1]1([CH2:7][C:8]2[CH:13]=[CH:12][C:11]([C:14]3[CH:30]=[N:29][C:17]4[NH:18][C:19]5[CH:24]=[N:23][C:22]([C:25]([NH:27][NH2:28])=[O:26])=[CH:21][C:20]=5[C:16]=4[CH:15]=3)=[CH:10][CH:9]=2)[CH2:6][CH2:5][CH2:4][CH2:3][CH2:2]1.[CH3:31]OC(OC)OC.C(=O)(O)[O-].[Na+]. Product: [O:26]1[CH:31]=[N:28][N:27]=[C:25]1[C:22]1[N:23]=[CH:24][C:19]2[NH:18][C:17]3[N:29]=[CH:30][C:14]([C:11]4[CH:12]=[CH:13][C:8]([CH2:7][N:1]5[CH2:2][CH2:3][CH2:4][CH2:5][CH2:6]5)=[CH:9][CH:10]=4)=[CH:15][C:16]=3[C:20]=2[CH:21]=1. The catalyst class is: 640. (3) Reactant: [NH2:1][C:2]1[CH:3]=[C:4]([CH:13]=[CH:14][C:15]=1[Cl:16])[CH2:5][NH:6][C:7](=[O:12])[C:8]([F:11])([F:10])[F:9].[N:17]([O-])=O.[Na+].Cl[Sn]Cl.O. Product: [Cl:16][C:15]1[CH:14]=[CH:13][C:4]([CH2:5][NH:6][C:7](=[O:12])[C:8]([F:9])([F:10])[F:11])=[CH:3][C:2]=1[NH:1][NH2:17]. The catalyst class is: 33. (4) Reactant: CO[C:3]([C:5]1[CH:6]=[CH:7][CH:8]=[C:9]2[O:13][C:12]([NH:14][CH:15]3[CH2:20][CH2:19][N:18]([C:21]([O:23][C:24]([CH3:27])([CH3:26])[CH3:25])=[O:22])[CH2:17][CH2:16]3)=[N:11][C:10]=12)=[O:4].C(OC(N1CCC(NC2OC3C(=C(C(O)=O)C=CC=3)N=2)CC1)=O)(C)(C)C.[NH2:54][C:55]1[CH:56]=[N:57][CH:58]=[CH:59][CH:60]=1.ClC1N=C(OC)N=C(OC)N=1.CN1CCOCC1. Product: [C:24]([O:23][C:21]([N:18]1[CH2:19][CH2:20][CH:15]([NH:14][C:12]2[O:13][C:9]3[CH:8]=[CH:7][CH:6]=[C:5]([C:3](=[O:4])[NH:54][C:55]4[CH:56]=[N:57][CH:58]=[CH:59][CH:60]=4)[C:10]=3[N:11]=2)[CH2:16][CH2:17]1)=[O:22])([CH3:25])([CH3:26])[CH3:27]. The catalyst class is: 23. (5) Reactant: S(Cl)([Cl:4])(=O)=O.[CH2:6]([O:13][C:14]1[CH:24]=[CH:23][C:17]2[CH:18]=[C:19]([CH2:21]O)[S:20][C:16]=2[CH:15]=1)[C:7]1[CH:12]=[CH:11][CH:10]=[CH:9][CH:8]=1. Product: [CH2:6]([O:13][C:14]1[CH:24]=[CH:23][C:17]2[CH:18]=[C:19]([CH2:21][Cl:4])[S:20][C:16]=2[CH:15]=1)[C:7]1[CH:12]=[CH:11][CH:10]=[CH:9][CH:8]=1. The catalyst class is: 4. (6) Reactant: [CH:1]([Cl:3])=[CH2:2].[C:4]([O:7][CH:8]=[CH2:9])(=[O:6])[CH3:5].S(OOS([O-])(=O)=O)([O-])(=O)=O.[K+].[K+].C1(S(OCCCCCCCCCCCC)(=O)=O)C=CC=CC=1.[Na]. Product: [C:4]([O:7][CH:8]=[CH2:9])(=[O:6])[CH3:5].[CH:1]([Cl:3])=[CH2:2]. The catalyst class is: 6. (7) Reactant: [O:1]=[C:2]1[C:6]2([CH2:11][CH2:10][NH:9][CH2:8][CH2:7]2)[N:5]([C:12]2[CH:17]=[CH:16][CH:15]=[CH:14][CH:13]=2)[CH2:4][N:3]1[CH2:18][C:19]1[CH:20]=[C:21]([CH:29]=[CH:30][CH:31]=1)[C:22]([O:24][C:25]([CH3:28])([CH3:27])[CH3:26])=[O:23].Cl[CH2:33][CH2:34][CH2:35][N:36]1[C:44]2[C:39](=[CH:40][CH:41]=[CH:42][CH:43]=2)[CH:38]([CH3:45])[C:37]1=[O:46].[I-].[Na+].C(=O)([O-])[O-].[K+].[K+]. Product: [CH3:45][CH:38]1[C:39]2[C:44](=[CH:43][CH:42]=[CH:41][CH:40]=2)[N:36]([CH2:35][CH2:34][CH2:33][N:9]2[CH2:10][CH2:11][C:6]3([N:5]([C:12]4[CH:13]=[CH:14][CH:15]=[CH:16][CH:17]=4)[CH2:4][N:3]([CH2:18][C:19]4[CH:20]=[C:21]([CH:29]=[CH:30][CH:31]=4)[C:22]([O:24][C:25]([CH3:28])([CH3:26])[CH3:27])=[O:23])[C:2]3=[O:1])[CH2:7][CH2:8]2)[C:37]1=[O:46]. The catalyst class is: 131. (8) Reactant: [CH3:1][O:2][C:3]1[CH:8]=[CH:7][CH:6]=[CH:5][C:4]=1[S:9][CH2:10][CH2:11][C:12]([OH:14])=O.C(Cl)(=O)C(Cl)=O.CN(C=O)C.[Sn](Cl)(Cl)(Cl)Cl. Product: [CH3:1][O:2][C:3]1[CH:8]=[CH:7][CH:6]=[C:5]2[C:4]=1[S:9][CH2:10][CH2:11][C:12]2=[O:14]. The catalyst class is: 2. (9) Reactant: Cl[C:2]1[N:11]=[C:10]([N:12]([C:14]2[CH:19]=[CH:18][C:17]([O:20][CH3:21])=[CH:16][CH:15]=2)[CH3:13])[C:9]2[C:4](=[CH:5][CH:6]=[C:7]([O:22][CH3:23])[CH:8]=2)[N:3]=1.[CH2:24]([O:31][C:32](=[O:37])[NH:33][CH2:34][CH2:35][NH2:36])[C:25]1[CH:30]=[CH:29][CH:28]=[CH:27][CH:26]=1.C(N(CC)CC)C. Product: [CH2:24]([O:31][C:32](=[O:37])[NH:33][CH2:34][CH2:35][NH:36][C:2]1[N:11]=[C:10]([N:12]([C:14]2[CH:19]=[CH:18][C:17]([O:20][CH3:21])=[CH:16][CH:15]=2)[CH3:13])[C:9]2[C:4](=[CH:5][CH:6]=[C:7]([O:22][CH3:23])[CH:8]=2)[N:3]=1)[C:25]1[CH:30]=[CH:29][CH:28]=[CH:27][CH:26]=1. The catalyst class is: 435. (10) Reactant: Cl[C:2]1[C:11]2[CH2:10][N:9]([CH2:12][C:13]3[CH:18]=[CH:17][C:16]([O:19][CH3:20])=[CH:15][CH:14]=3)[C:8](=[O:21])[NH:7][C:6]=2[N:5]=[CH:4][CH:3]=1.[Cl:22][C:23]1[CH:31]=[CH:30][C:26]2[O:27][CH2:28][O:29][C:25]=2[C:24]=1[NH2:32].CC(C1C=C(C(C)C)C(C2C=CC=CC=2P(C2CCCCC2)C2CCCCC2)=C(C(C)C)C=1)C.CC([O-])(C)C.[Na+]. Product: [Cl:22][C:23]1[CH:31]=[CH:30][C:26]2[O:27][CH2:28][O:29][C:25]=2[C:24]=1[NH:32][C:2]1[C:11]2[CH2:10][N:9]([CH2:12][C:13]3[CH:18]=[CH:17][C:16]([O:19][CH3:20])=[CH:15][CH:14]=3)[C:8](=[O:21])[NH:7][C:6]=2[N:5]=[CH:4][CH:3]=1. The catalyst class is: 231.